Dataset: hERG Central: cardiac toxicity at 1µM, 10µM, and general inhibition. Task: Predict hERG channel inhibition at various concentrations. (1) The molecule is CC(Sc1nnc(-c2cccs2)n1-c1ccccc1)C(=O)NCc1ccco1. Results: hERG_inhib (hERG inhibition (general)): blocker. (2) The compound is CSc1ccc(NC(=O)NCCCN2CCC(Cc3ccccc3)CC2)cc1. Results: hERG_inhib (hERG inhibition (general)): blocker. (3) The compound is COc1ccc(CC(=O)Nc2c3c(nn2-c2cccc(Cl)c2)CS(=O)(=O)C3)cc1. Results: hERG_inhib (hERG inhibition (general)): blocker. (4) The compound is CCN(CC)CCN(C(=O)C1=COCCO1)c1nc2cc(C)cc(C)c2s1.Cl. Results: hERG_inhib (hERG inhibition (general)): blocker.